From a dataset of Reaction yield outcomes from USPTO patents with 853,638 reactions. Predict the reaction yield, written as a fraction of the theoretical maximum amount of product (1.0 means a 100% yield; for example, 0.34 means a 34% yield). (1) The product is [CH2:6]([C:2]1[CH:3]=[C:4]([NH2:5])[N:10]2[N:11]=[CH:12][N:13]=[C:9]2[N:8]=1)[CH3:7]. The catalyst is C(O)(=O)C. The reactants are O=[C:2]([CH2:6][CH3:7])[CH2:3][C:4]#[N:5].[NH2:8][C:9]1[N:13]=[CH:12][NH:11][N:10]=1. The yield is 0.120. (2) The reactants are [F:1][C:2]1[CH:7]=[C:6]([F:8])[CH:5]=[CH:4][C:3]=1[C:9](=[O:16])[CH2:10][C:11]([O:13][CH2:14][CH3:15])=[O:12].[H-].[Na+].[F:19][C:20]([F:30])([F:29])[C:21]1[CH:28]=[CH:27][C:24]([CH2:25]Br)=[CH:23][CH:22]=1.O. The catalyst is COCCOC. The product is [F:1][C:2]1[CH:7]=[C:6]([F:8])[CH:5]=[CH:4][C:3]=1[C:9](=[O:16])[CH:10]([CH2:25][C:24]1[CH:23]=[CH:22][C:21]([C:20]([F:19])([F:29])[F:30])=[CH:28][CH:27]=1)[C:11]([O:13][CH2:14][CH3:15])=[O:12]. The yield is 0.770. (3) The reactants are [CH3:1][O:2][C:3]1[C:11]2[O:10][C:9]([CH3:13])([CH3:12])[CH2:8][C:7]=2[C:6]([CH3:14])=[C:5]([N:15]2[CH2:20][CH2:19][NH:18][CH2:17][CH2:16]2)[C:4]=1[CH3:21].Br[C:23]1[CH:28]=[CH:27][C:26]([O:29][C:30]([F:33])([F:32])[F:31])=[CH:25][CH:24]=1. No catalyst specified. The product is [CH3:1][O:2][C:3]1[C:11]2[O:10][C:9]([CH3:13])([CH3:12])[CH2:8][C:7]=2[C:6]([CH3:14])=[C:5]([N:15]2[CH2:20][CH2:19][N:18]([C:23]3[CH:24]=[CH:25][C:26]([O:29][C:30]([F:31])([F:32])[F:33])=[CH:27][CH:28]=3)[CH2:17][CH2:16]2)[C:4]=1[CH3:21]. The yield is 0.160. (4) The reactants are C[N:2]1[CH2:8][CH:7]=[C:6](C2C=CC(C)=CC=2)[C:5]2[CH:16]=[CH:17][C:18](N3CCN(C4N=CC=CN=4)CC3)=[CH:19][C:4]=2[CH2:3]1. The yield is 0.420. The catalyst is C(O)C.[OH-].[Pd+2].[OH-]. The product is [NH:2]1[C:3]2[CH:4]=[CH:19][CH:18]=[CH:17][C:16]=2[CH:5]=[CH:6][CH:7]=[CH:8]1. (5) The reactants are [CH3:1][C@@:2]12[C@H:11]3[CH2:12][CH2:13][C@:14]4([CH3:27])[C@@H:18]([C:19]5[CH:25]=[CH:24][C:22](=[O:23])[O:21][CH:20]=5)[CH2:17][CH2:16][C@:15]4([OH:26])[C@@H:10]3[CH2:9][CH2:8][C:7]1=[CH:6][C@@H:5]([OH:28])[CH2:4][CH2:3]2.[Cr](Cl)([O-])(=O)=O.[NH+]1C=CC=CC=1. The catalyst is ClCCl. The product is [CH3:1][C@@:2]12[C@H:11]3[CH2:12][CH2:13][C@:14]4([CH3:27])[C@@H:18]([C:19]5[CH:25]=[CH:24][C:22](=[O:23])[O:21][CH:20]=5)[CH2:17][CH2:16][C@:15]4([OH:26])[C@@H:10]3[CH2:9][CH2:8][C:7]1=[CH:6][C:5](=[O:28])[CH2:4][CH2:3]2. The yield is 0.860.